The task is: Predict the reactants needed to synthesize the given product.. This data is from Full USPTO retrosynthesis dataset with 1.9M reactions from patents (1976-2016). (1) Given the product [C:28](=[N:41][C:2]1[CH:11]=[C:10]([Cl:12])[C:9]2[C:4](=[CH:5][C:6]([S:13][C:14]3[CH:15]=[C:16]([C:20]4([C:26]#[N:27])[CH2:21][CH2:22][O:23][CH2:24][CH2:25]4)[CH:17]=[CH:18][CH:19]=3)=[CH:7][CH:8]=2)[N:3]=1)([C:35]1[CH:36]=[CH:37][CH:38]=[CH:39][CH:40]=1)[C:29]1[CH:34]=[CH:33][CH:32]=[CH:31][CH:30]=1, predict the reactants needed to synthesize it. The reactants are: Cl[C:2]1[CH:11]=[C:10]([Cl:12])[C:9]2[C:4](=[CH:5][C:6]([S:13][C:14]3[CH:15]=[C:16]([C:20]4([C:26]#[N:27])[CH2:25][CH2:24][O:23][CH2:22][CH2:21]4)[CH:17]=[CH:18][CH:19]=3)=[CH:7][CH:8]=2)[N:3]=1.[C:28](=[NH:41])([C:35]1[CH:40]=[CH:39][CH:38]=[CH:37][CH:36]=1)[C:29]1[CH:34]=[CH:33][CH:32]=[CH:31][CH:30]=1.CC(C)([O-])C.[Na+].C1C=CC(P(C2C(C3C(P(C4C=CC=CC=4)C4C=CC=CC=4)=CC=C4C=3C=CC=C4)=C3C(C=CC=C3)=CC=2)C2C=CC=CC=2)=CC=1. (2) Given the product [CH2:1]([O:8][C:9]1[CH:18]=[C:17]2[C:12]([C:13]([O:19][C:20]3[CH:25]=[CH:24][C:23]([NH:26][C:44]([C:41]4[C:42](=[O:43])[N:37]([C:34]5[CH:35]=[CH:36][C:31]([F:30])=[CH:32][CH:33]=5)[C:38](=[O:49])[N:39]([CH2:47][CH3:48])[CH:40]=4)=[O:45])=[CH:22][C:21]=3[F:27])=[CH:14][CH:15]=[N:16]2)=[CH:11][C:10]=1[O:28][CH3:29])[C:2]1[CH:7]=[CH:6][CH:5]=[CH:4][CH:3]=1, predict the reactants needed to synthesize it. The reactants are: [CH2:1]([O:8][C:9]1[CH:18]=[C:17]2[C:12]([C:13]([O:19][C:20]3[CH:25]=[CH:24][C:23]([NH2:26])=[CH:22][C:21]=3[F:27])=[CH:14][CH:15]=[N:16]2)=[CH:11][C:10]=1[O:28][CH3:29])[C:2]1[CH:7]=[CH:6][CH:5]=[CH:4][CH:3]=1.[F:30][C:31]1[CH:36]=[CH:35][C:34]([N:37]2[C:42](=[O:43])[C:41]([C:44](O)=[O:45])=[CH:40][N:39]([CH2:47][CH3:48])[C:38]2=[O:49])=[CH:33][CH:32]=1. (3) Given the product [NH2:31][C@@H:18]([CH2:17][C:10]1[C:11]2[C:16](=[CH:15][CH:14]=[CH:13][CH:12]=2)[NH:8][CH:9]=1)[CH2:19][O:20][C:21]1[CH:26]=[C:25]([C:27]2[CH:55]=[C:44]3[C:45](=[C:53]([NH2:61])[N:54]=2)[CH:46]=[N:47][C:48]2[CH:49]=[C:50]([O:51][CH3:52])[C:41]([O:40][CH3:39])=[CH:42][C:43]3=2)[CH:24]=[N:23][CH:22]=1, predict the reactants needed to synthesize it. The reactants are: C(OC([N:8]1[C:16]2[C:11](=[CH:12][CH:13]=[CH:14][CH:15]=2)[C:10]([CH2:17][CH:18]([NH:31]C(OC(C)(C)C)=O)[CH2:19][O:20][C:21]2[CH:22]=[N:23][CH:24]=[C:25]([C:27](OC)=O)[CH:26]=2)=[CH:9]1)=O)(C)(C)C.[CH3:39][O:40][C:41]1[CH:42]=[C:43]2[C:48](=[CH:49][C:50]=1[O:51][CH3:52])[N:47]=[CH:46][C:45]([C:53]#[N:54])=[C:44]2[CH3:55].[Li+].C[Si]([N-:61][Si](C)(C)C)(C)C.C(=O)=O.C(O)(C(F)(F)F)=O. (4) Given the product [C:1]([O:5][C:6](=[O:42])[NH:7][C@H:8]1[CH2:9][CH2:10][C@@H:11]([N:14]2[C:19](=[O:20])[C:18]3[CH:21]=[C:22]([F:25])[CH:23]=[N:24][C:17]=3[N:16]([C:26]3[CH:27]=[C:28]([C:32]4[CH:37]=[CH:36][C:35]([OH:38])=[CH:34][C:33]=4[CH2:39][N:43]4[CH2:49][CH2:48][C:47](=[O:50])[NH:46][CH2:45][CH2:44]4)[CH:29]=[CH:30][CH:31]=3)[C:15]2=[O:41])[CH2:12][CH2:13]1)([CH3:4])([CH3:2])[CH3:3], predict the reactants needed to synthesize it. The reactants are: [C:1]([O:5][C:6](=[O:42])[NH:7][C@H:8]1[CH2:13][CH2:12][C@@H:11]([N:14]2[C:19](=[O:20])[C:18]3[CH:21]=[C:22]([F:25])[CH:23]=[N:24][C:17]=3[N:16]([C:26]3[CH:27]=[C:28]([C:32]4[CH:37]=[CH:36][C:35]([OH:38])=[CH:34][C:33]=4[CH:39]=O)[CH:29]=[CH:30][CH:31]=3)[C:15]2=[O:41])[CH2:10][CH2:9]1)([CH3:4])([CH3:3])[CH3:2].[NH:43]1[CH2:49][CH2:48][C:47](=[O:50])[NH:46][CH2:45][CH2:44]1.C(O)(=O)C.[Na].